From a dataset of Reaction yield outcomes from USPTO patents with 853,638 reactions. Predict the reaction yield, written as a fraction of the theoretical maximum amount of product (1.0 means a 100% yield; for example, 0.34 means a 34% yield). (1) The reactants are [C:1](OC(=O)C)(=[O:3])[CH3:2].[NH2:8][C:9]1[N:14]=[CH:13][C:12](/[CH:15]=[CH:16]/[C:17]([N:19]([CH2:21][C:22]2[C:30]3[C:25](=[CH:26][CH:27]=[CH:28][CH:29]=3)[N:24]([CH3:31])[CH:23]=2)[CH3:20])=[O:18])=[CH:11][CH:10]=1.C(=O)(O)[O-].[Na+]. The catalyst is C1COCC1. The product is [C:1]([NH:8][C:9]1[N:14]=[CH:13][C:12](/[CH:15]=[CH:16]/[C:17]([N:19]([CH3:20])[CH2:21][C:22]2[C:30]3[C:25](=[CH:26][CH:27]=[CH:28][CH:29]=3)[N:24]([CH3:31])[CH:23]=2)=[O:18])=[CH:11][CH:10]=1)(=[O:3])[CH3:2]. The yield is 0.450. (2) No catalyst specified. The product is [ClH:30].[CH3:1][N:2]([CH2:3][C:4]1[O:5][C:6]2[CH:13]=[CH:12][CH:11]=[CH:10][C:7]=2[C:8]=1[CH3:9])[C:51](=[O:52])/[CH:50]=[CH:49]/[C:46]1[CH:47]=[N:48][C:42]2[NH:41][C:40](=[O:54])[N:39]([CH2:38][CH2:37][N:31]3[CH2:32][CH2:33][O:34][CH2:35][CH2:36]3)[CH2:44][C:43]=2[CH:45]=1. The yield is 0.910. The reactants are [CH3:1][NH:2][CH2:3][C:4]1[O:5][C:6]2[CH:13]=[CH:12][CH:11]=[CH:10][C:7]=2[C:8]=1[CH3:9].CNCC1C=CC2C(=CC=CC=2)C=1CCC.[ClH:30].[N:31]1([CH2:37][CH2:38][N:39]2[CH2:44][C:43]3[CH:45]=[C:46](/[CH:49]=[CH:50]/[C:51](O)=[O:52])[CH:47]=[N:48][C:42]=3[NH:41][C:40]2=[O:54])[CH2:36][CH2:35][O:34][CH2:33][CH2:32]1.Cl.CN1CC2C=C(/C=C/C(O)=O)C=NC=2NC(=O)C1. (3) The reactants are [F:1][C:2]1[CH:7]=[CH:6][CH:5]=[CH:4][C:3]=1I.[NH:9]1[CH2:19][CH2:18][CH:12]([C:13]([O:15][CH2:16][CH3:17])=[O:14])[CH2:11][CH2:10]1.C(=O)([O-])[O-].[K+].[K+].N1CCC[C@H]1C(O)=O. The catalyst is CS(C)=O.[Cu](I)I.O. The product is [CH2:16]([O:15][C:13]([CH:12]1[CH2:18][CH2:19][N:9]([C:3]2[CH:4]=[CH:5][CH:6]=[CH:7][C:2]=2[F:1])[CH2:10][CH2:11]1)=[O:14])[CH3:17]. The yield is 0.260. (4) The reactants are [Cl:1][C:2]1[CH:3]=[C:4]([C:10](=O)[CH2:11][C:12]([O:14]CC)=O)[CH:5]=[CH:6][C:7]=1[S:8][CH3:9].S(O)(O)(=O)=O.[CH3:23][NH:24][NH2:25].C(N(CC)CC)C. The catalyst is C(O)C. The product is [Cl:1][C:2]1[CH:3]=[C:4]([C:10]2[CH2:11][C:12](=[O:14])[N:24]([CH3:23])[N:25]=2)[CH:5]=[CH:6][C:7]=1[S:8][CH3:9]. The yield is 0.680. (5) The reactants are [Br:1][C:2]1[CH:9]=[C:8]([Cl:10])[CH:7]=[CH:6][C:3]=1[CH:4]=[O:5].[BH4-].[Na+]. The yield is 0.980. The product is [Br:1][C:2]1[CH:9]=[C:8]([Cl:10])[CH:7]=[CH:6][C:3]=1[CH2:4][OH:5]. The catalyst is O1CCCC1.CO.